This data is from Reaction yield outcomes from USPTO patents with 853,638 reactions. The task is: Predict the reaction yield, written as a fraction of the theoretical maximum amount of product (1.0 means a 100% yield; for example, 0.34 means a 34% yield). (1) The yield is 0.970. The catalyst is ClCCl. The product is [NH2:28][CH2:27][CH2:26][N:2]([CH3:1])[C:3](=[O:25])[CH2:4][CH2:5]/[CH:6]=[CH:7]\[CH2:8]/[CH:9]=[CH:10]\[CH2:11]/[CH:12]=[CH:13]\[CH2:14]/[CH:15]=[CH:16]\[CH2:17]/[CH:18]=[CH:19]\[CH2:20]/[CH:21]=[CH:22]\[CH2:23][CH3:24]. The reactants are [CH3:1][N:2]([CH2:26][CH2:27][NH:28]C(=O)OC(C)(C)C)[C:3](=[O:25])[CH2:4][CH2:5]/[CH:6]=[CH:7]\[CH2:8]/[CH:9]=[CH:10]\[CH2:11]/[CH:12]=[CH:13]\[CH2:14]/[CH:15]=[CH:16]\[CH2:17]/[CH:18]=[CH:19]\[CH2:20]/[CH:21]=[CH:22]\[CH2:23][CH3:24].C(O)(C(F)(F)F)=O.C([O-])([O-])=O.[Na+].[Na+]. (2) The reactants are [F:1][C:2]1[CH:19]=[CH:18][CH:17]=[CH:16][C:3]=1[O:4][C:5]1[N:10]=[CH:9][C:8]([CH2:11][C:12](Cl)=[N:13][OH:14])=[CH:7][CH:6]=1.O1CCCC1.[C:25]([C:27]1[CH:28]=[CH:29][C:30]([NH2:33])=[N:31][CH:32]=1)#[CH:26].C(N(CC)CC)C. The catalyst is O. The product is [F:1][C:2]1[CH:19]=[CH:18][CH:17]=[CH:16][C:3]=1[O:4][C:5]1[N:10]=[CH:9][C:8]([CH2:11][C:12]2[CH:26]=[C:25]([C:27]3[CH:28]=[CH:29][C:30]([NH2:33])=[N:31][CH:32]=3)[O:14][N:13]=2)=[CH:7][CH:6]=1. The yield is 0.170. (3) The reactants are Br[C:2]1[CH:3]=[N:4][C:5]([N:8]2[CH2:13][CH2:12][CH:11]([C:14]3[C:23]([CH:24]([F:35])[C:25]4[CH:30]=[CH:29][C:28]([C:31]([F:34])([F:33])[F:32])=[CH:27][CH:26]=4)=[C:22]([CH:36]4[CH2:41][CH2:40][C:39]([F:43])([F:42])[CH2:38][CH2:37]4)[C:21]4[CH:20]([O:44][CH2:45][C:46]5[CH:51]=[CH:50][C:49]([O:52][CH3:53])=[CH:48][CH:47]=5)[CH2:19][C:18]([CH3:55])([CH3:54])[CH2:17][C:16]=4[N:15]=3)[CH2:10][CH2:9]2)=[N:6][CH:7]=1.[NH:56]1[CH2:61][CH2:60][O:59][CH2:58][CH2:57]1.CC(P(C(C)(C)C)C1C(C2C=CC=CC=2)=CC=CC=1)(C)C.CC(C)([O-])C.[Na+].C(=O)([O-])O.[Na+]. The catalyst is C1(C)C=CC=CC=1.[Pd].[Pd].C(=CC(C=CC1C=CC=CC=1)=O)C1C=CC=CC=1.C(=CC(C=CC1C=CC=CC=1)=O)C1C=CC=CC=1.C(=CC(C=CC1C=CC=CC=1)=O)C1C=CC=CC=1. The product is [F:42][C:39]1([F:43])[CH2:40][CH2:41][CH:36]([C:22]2[C:21]3[CH:20]([O:44][CH2:45][C:46]4[CH:47]=[CH:48][C:49]([O:52][CH3:53])=[CH:50][CH:51]=4)[CH2:19][C:18]([CH3:54])([CH3:55])[CH2:17][C:16]=3[N:15]=[C:14]([CH:11]3[CH2:10][CH2:9][N:8]([C:5]4[N:4]=[CH:3][C:2]([N:56]5[CH2:61][CH2:60][O:59][CH2:58][CH2:57]5)=[CH:7][N:6]=4)[CH2:13][CH2:12]3)[C:23]=2[CH:24]([F:35])[C:25]2[CH:26]=[CH:27][C:28]([C:31]([F:33])([F:32])[F:34])=[CH:29][CH:30]=2)[CH2:37][CH2:38]1. The yield is 0.880. (4) The reactants are [NH:1]1[CH2:7][C:5](=[O:6])[NH:4][C:2]1=[O:3].Cl[CH2:9][CH2:10][OH:11].C(=O)([O-])[O-].[K+].[K+]. The catalyst is CN(C)C=O. The product is [OH:11][CH2:10][CH2:9][N:4]1[C:5](=[O:6])[CH2:7][NH:1][C:2]1=[O:3]. The yield is 0.120. (5) The reactants are [C@:1]12([CH2:11][S:12]([OH:15])(=[O:14])=[O:13])[C:8]([CH3:10])([CH3:9])[CH:5]([CH2:6][CH2:7]1)[CH2:4][C:2]2=[O:3].[NH:16]1[CH2:20][CH2:19][C@H:18](/[CH:21]=[CH:22]/[C:23]2[CH:24]=[N:25][CH:26]=[N:27][CH:28]=2)[CH2:17]1.CC(O)C. No catalyst specified. The product is [C@:1]12([CH2:11][S:12]([OH:15])(=[O:13])=[O:14])[C:8]([CH3:10])([CH3:9])[CH:5]([CH2:6][CH2:7]1)[CH2:4][C:2]2=[O:3].[NH:16]1[CH2:20][CH2:19][C@H:18](/[CH:21]=[CH:22]/[C:23]2[CH:28]=[N:27][CH:26]=[N:25][CH:24]=2)[CH2:17]1. The yield is 0.632. (6) The reactants are [N:12]1[C:13]2[C:8](=CC=[C:8]3[C:13]=2[N:12]=[CH:11][CH:10]=[CH:9]3)[CH:9]=[CH:10][CH:11]=1.[C:15]([O-:18])([O-])=O.[Cs+].[Cs+].I[C:22]1[CH:23]=NC=C[CH:27]=1. The catalyst is [Cu]I.C(O)CCC. The product is [CH2:15]([O:18][C:8]1[CH:13]=[N:12][CH:11]=[CH:10][CH:9]=1)[CH2:27][CH2:22][CH3:23]. The yield is 0.830. (7) The reactants are [Li][CH2:2][CH2:3][CH2:4][CH3:5].[C:6]1(C)C=[CH:10][CH:9]=[CH:8][CH:7]=1.C#CCCCCCC.CN(P(N(C)C)(N(C)C)=[O:25])C. The product is [CH2:2]([OH:25])[C:3]#[C:4][CH2:5][CH2:6][CH2:7][CH2:8][CH2:9][CH3:10]. The yield is 0.550. The catalyst is C1COCC1. (8) The reactants are Cl[C:2]1[N:7]=[CH:6][C:5]([C:8]([O:10][CH3:11])=[O:9])=[CH:4][N:3]=1.[F:12][C:13]1[CH:18]=[CH:17][C:16]([C:19]([CH3:23])([CH3:22])[CH2:20][NH2:21])=[CH:15][CH:14]=1.CCN(C(C)C)C(C)C. The catalyst is C1(C)C=CC=CC=1. The product is [F:12][C:13]1[CH:14]=[CH:15][C:16]([C:19]([CH3:23])([CH3:22])[CH2:20][NH:21][C:2]2[N:7]=[CH:6][C:5]([C:8]([O:10][CH3:11])=[O:9])=[CH:4][N:3]=2)=[CH:17][CH:18]=1. The yield is 0.770.